From a dataset of Reaction yield outcomes from USPTO patents with 853,638 reactions. Predict the reaction yield, written as a fraction of the theoretical maximum amount of product (1.0 means a 100% yield; for example, 0.34 means a 34% yield). (1) The reactants are [OH:1][CH2:2][CH:3]([CH2:6][OH:7])[CH2:4][OH:5].[F:8][CH2:9][C:10]([CH2:12][F:13])=O.C(OC)(OC)OC.O.C1(C)C=CC(S(O)(=O)=O)=CC=1. The catalyst is C(N(CC)CC)C. The product is [F:8][CH2:9][C:10]1([CH2:12][F:13])[O:5][CH2:4][CH:3]([CH2:6][OH:7])[CH2:2][O:1]1. The yield is 0.434. (2) The reactants are [C:1]([O:5][C:6](=[O:38])[CH2:7][CH2:8][C:9]1[CH:14]=[CH:13][C:12]([O:15][CH2:16][CH2:17][C:18]2[N:19]=[C:20]([C:24]3[CH:29]=[CH:28][CH:27]=[CH:26][CH:25]=3)[O:21][C:22]=2[CH3:23])=[CH:11][C:10]=1[CH2:30][NH:31]C(=O)C(F)(F)F)([CH3:4])([CH3:3])[CH3:2].[H-].[Na+].IC. The catalyst is CN(C=O)C. The product is [C:1]([O:5][C:6](=[O:38])[CH2:7][CH2:8][C:9]1[CH:14]=[CH:13][C:12]([O:15][CH2:16][CH2:17][C:18]2[N:19]=[C:20]([C:24]3[CH:25]=[CH:26][CH:27]=[CH:28][CH:29]=3)[O:21][C:22]=2[CH3:23])=[CH:11][C:10]=1[CH2:30][NH2:31])([CH3:4])([CH3:2])[CH3:3]. The yield is 0.730. (3) The reactants are [CH3:1][O:2][C:3]1[CH:4]=[C:5]2[C:10](=[CH:11][C:12]=1[O:13][CH3:14])[N:9]=[CH:8][N:7]=[C:6]2[O:15][C:16]1[CH:22]=[CH:21][C:19]([NH2:20])=[CH:18][CH:17]=1.C1(C)C=CC=CC=1.[CH2:30]([N:32]([CH2:35]C)[CH2:33]C)[CH3:31].ClC(Cl)([O:40][C:41](=O)[O:42]C(Cl)(Cl)Cl)Cl.CN(C)CCO. The catalyst is C(Cl)Cl. The product is [CH3:1][O:2][C:3]1[CH:4]=[C:5]2[C:10](=[CH:11][C:12]=1[O:13][CH3:14])[N:9]=[CH:8][N:7]=[C:6]2[O:15][C:16]1[CH:22]=[CH:21][C:19]([NH:20][C:41](=[O:40])[O:42][CH2:31][CH2:30][N:32]([CH3:35])[CH3:33])=[CH:18][CH:17]=1. The yield is 0.120. (4) The yield is 0.770. The catalyst is CO.[Pd]. The reactants are [CH2:1]([C@H:8]([NH2:32])[CH2:9][O:10][C:11]1[CH:12]=[N:13][C:14]([C:27]2[CH2:31][CH2:30][CH2:29][CH:28]=2)=[C:15]([C:17]2[CH:18]=[C:19]3[C:23](=[CH:24][CH:25]=2)[NH:22][N:21]=[C:20]3[CH3:26])[CH:16]=1)[C:2]1[CH:7]=[CH:6][CH:5]=[CH:4][CH:3]=1. The product is [CH2:1]([C@H:8]([NH2:32])[CH2:9][O:10][C:11]1[CH:12]=[N:13][C:14]([CH:27]2[CH2:31][CH2:30][CH2:29][CH2:28]2)=[C:15]([C:17]2[CH:18]=[C:19]3[C:23](=[CH:24][CH:25]=2)[NH:22][N:21]=[C:20]3[CH3:26])[CH:16]=1)[C:2]1[CH:7]=[CH:6][CH:5]=[CH:4][CH:3]=1. (5) The reactants are [NH2:1][C:2]1[CH:7]=[C:6]([CH2:8][C:9]([O:11][CH2:12][CH3:13])=[O:10])[CH:5]=[CH:4][N:3]=1.[Br:14]Br. The catalyst is C(O)(=O)C. The product is [NH2:1][C:2]1[CH:7]=[C:6]([CH2:8][C:9]([O:11][CH2:12][CH3:13])=[O:10])[C:5]([Br:14])=[CH:4][N:3]=1. The yield is 0.455. (6) The reactants are Cl.[C:2]1([C@:8]23[CH2:16][NH:15][CH2:14][C@H:13]2[CH2:12][S:11][C:10]([NH:17][C:18](=[O:25])[C:19]2[CH:24]=[CH:23][CH:22]=[CH:21][CH:20]=2)=[N:9]3)[CH:7]=[CH:6][CH:5]=[CH:4][CH:3]=1.C(N(C(C)C)CC)(C)C.Cl[C:36]1[N:41]=[C:40]([CH:42]([CH3:44])[CH3:43])[C:39]([F:45])=[CH:38][N:37]=1. The catalyst is O1CCOCC1.O.C(=O)(O)[O-].[Na+]. The product is [F:45][C:39]1[C:40]([CH:42]([CH3:44])[CH3:43])=[N:41][C:36]([N:15]2[CH2:14][C@@H:13]3[C@@:8]([C:2]4[CH:3]=[CH:4][CH:5]=[CH:6][CH:7]=4)([N:9]=[C:10]([NH:17][C:18](=[O:25])[C:19]4[CH:20]=[CH:21][CH:22]=[CH:23][CH:24]=4)[S:11][CH2:12]3)[CH2:16]2)=[N:37][CH:38]=1. The yield is 0.310. (7) The reactants are [C:1]([NH:4][C:5]1[S:6][C:7]([C:11]2[CH:12]=[C:13]([S:17](Cl)(=[O:19])=[O:18])[S:14][C:15]=2[Br:16])=[C:8]([CH3:10])[N:9]=1)(=[O:3])[CH3:2].C(N(CC)CC)C.[NH:28]1[CH2:32][CH2:31][CH:30]([OH:33])[CH2:29]1.CN(C=O)C. The catalyst is C(Cl)Cl. The product is [Br:16][C:15]1[S:14][C:13]([S:17]([N:28]2[CH2:32][CH2:31][CH:30]([OH:33])[CH2:29]2)(=[O:19])=[O:18])=[CH:12][C:11]=1[C:7]1[S:6][C:5]([NH:4][C:1](=[O:3])[CH3:2])=[N:9][C:8]=1[CH3:10]. The yield is 0.830.